Regression. Given a peptide amino acid sequence and an MHC pseudo amino acid sequence, predict their binding affinity value. This is MHC class I binding data. From a dataset of Peptide-MHC class I binding affinity with 185,985 pairs from IEDB/IMGT. The peptide sequence is RIYKTIKQY. The MHC is HLA-A02:01 with pseudo-sequence HLA-A02:01. The binding affinity (normalized) is 0.0847.